From a dataset of NCI-60 drug combinations with 297,098 pairs across 59 cell lines. Regression. Given two drug SMILES strings and cell line genomic features, predict the synergy score measuring deviation from expected non-interaction effect. (1) Drug 1: C1CCC(C1)C(CC#N)N2C=C(C=N2)C3=C4C=CNC4=NC=N3. Drug 2: CN(C(=O)NC(C=O)C(C(C(CO)O)O)O)N=O. Cell line: CAKI-1. Synergy scores: CSS=4.70, Synergy_ZIP=-4.53, Synergy_Bliss=-2.74, Synergy_Loewe=-14.4, Synergy_HSA=-1.56. (2) Drug 1: CC12CCC(CC1=CCC3C2CCC4(C3CC=C4C5=CN=CC=C5)C)O. Drug 2: CC1=C(C(=O)C2=C(C1=O)N3CC4C(C3(C2COC(=O)N)OC)N4)N. Cell line: SK-MEL-2. Synergy scores: CSS=26.8, Synergy_ZIP=-13.6, Synergy_Bliss=-12.2, Synergy_Loewe=-54.4, Synergy_HSA=-13.5. (3) Drug 1: C1=CC(=CC=C1CCCC(=O)O)N(CCCl)CCCl. Drug 2: CC(C)CN1C=NC2=C1C3=CC=CC=C3N=C2N. Cell line: BT-549. Synergy scores: CSS=19.9, Synergy_ZIP=-3.51, Synergy_Bliss=1.49, Synergy_Loewe=-0.727, Synergy_HSA=-0.275. (4) Drug 1: COC1=C2C(=CC3=C1OC=C3)C=CC(=O)O2. Drug 2: CC1CCCC2(C(O2)CC(NC(=O)CC(C(C(=O)C(C1O)C)(C)C)O)C(=CC3=CSC(=N3)C)C)C. Cell line: TK-10. Synergy scores: CSS=38.7, Synergy_ZIP=0.502, Synergy_Bliss=0.510, Synergy_Loewe=-16.4, Synergy_HSA=1.31. (5) Drug 1: C1=NC2=C(N=C(N=C2N1C3C(C(C(O3)CO)O)O)F)N. Drug 2: C1=CC=C(C=C1)NC(=O)CCCCCCC(=O)NO. Cell line: KM12. Synergy scores: CSS=3.50, Synergy_ZIP=1.62, Synergy_Bliss=5.82, Synergy_Loewe=-14.1, Synergy_HSA=-2.75. (6) Drug 1: C1=CC(=CC=C1CCC2=CNC3=C2C(=O)NC(=N3)N)C(=O)NC(CCC(=O)O)C(=O)O. Cell line: NCIH23. Synergy scores: CSS=8.20, Synergy_ZIP=0.814, Synergy_Bliss=6.04, Synergy_Loewe=4.08, Synergy_HSA=4.69. Drug 2: CC1=C(C=C(C=C1)C(=O)NC2=CC(=CC(=C2)C(F)(F)F)N3C=C(N=C3)C)NC4=NC=CC(=N4)C5=CN=CC=C5. (7) Drug 1: C1CCC(CC1)NC(=O)N(CCCl)N=O. Drug 2: C1CCC(C(C1)N)N.C(=O)(C(=O)[O-])[O-].[Pt+4]. Cell line: T-47D. Synergy scores: CSS=9.59, Synergy_ZIP=-4.82, Synergy_Bliss=-1.07, Synergy_Loewe=-0.495, Synergy_HSA=0.125.